This data is from Forward reaction prediction with 1.9M reactions from USPTO patents (1976-2016). The task is: Predict the product of the given reaction. (1) Given the reactants [F:1][C@H:2]1[CH2:19][C@@:17]2([CH3:18])[C@@H:13]([CH2:14][CH:15]=[C:16]2[C:20]2[CH:21]=[N:22][CH:23]=[C:24]([F:26])[CH:25]=2)[C@H:12]2[C@H:3]1[C:4]1[CH:5]=[CH:6][C:7]([C:27]([OH:29])=O)=[CH:8][C:9]=1[CH2:10][CH2:11]2.Cl.[NH2:31][CH2:32][CH2:33][S:34]([NH2:37])(=[O:36])=[O:35].O.ON1C2C=CC=CC=2N=N1.C(N(CC)CC)C, predict the reaction product. The product is: [F:1][C@H:2]1[CH2:19][C@@:17]2([CH3:18])[C@@H:13]([CH2:14][CH:15]=[C:16]2[C:20]2[CH:21]=[N:22][CH:23]=[C:24]([F:26])[CH:25]=2)[C@H:12]2[C@H:3]1[C:4]1[CH:5]=[CH:6][C:7]([C:27]([NH:31][CH2:32][CH2:33][S:34](=[O:36])(=[O:35])[NH2:37])=[O:29])=[CH:8][C:9]=1[CH2:10][CH2:11]2. (2) Given the reactants [CH2:1]([N:10]1[C:15](=[O:16])[C:14]([CH2:17]OS(C)(=O)=O)=[CH:13][C:12]([C:23]2[CH:28]=[CH:27][C:26]([F:29])=[C:25]([CH3:30])[CH:24]=2)=[N:11]1)[CH:2]=[CH:3][C:4]1[CH:9]=[CH:8][CH:7]=[CH:6][CH:5]=1.[CH3:31][NH:32][CH3:33], predict the reaction product. The product is: [CH2:1]([N:10]1[C:15](=[O:16])[C:14]([CH2:17][N:32]([CH3:33])[CH3:31])=[CH:13][C:12]([C:23]2[CH:28]=[CH:27][C:26]([F:29])=[C:25]([CH3:30])[CH:24]=2)=[N:11]1)[CH:2]=[CH:3][C:4]1[CH:9]=[CH:8][CH:7]=[CH:6][CH:5]=1. (3) Given the reactants [CH2:1]([O:3][C:4]([C:6]1[CH:7]=[C:8]2[C:13](=[CH:14][CH:15]=1)[NH:12][CH:11]([C:16]1[CH:21]=[CH:20][C:19](Br)=[CH:18][CH:17]=1)[C:10]([CH3:24])([CH3:23])[CH2:9]2)=[O:5])[CH3:2].[NH:25]1[CH2:30][CH2:29][O:28][CH2:27][CH2:26]1.Cl.CN(C)CC(O)=O.C(=O)([O-])[O-].[K+].[K+], predict the reaction product. The product is: [CH2:1]([O:3][C:4]([C:6]1[CH:7]=[C:8]2[C:13](=[CH:14][CH:15]=1)[NH:12][CH:11]([C:16]1[CH:21]=[CH:20][C:19]([N:25]3[CH2:30][CH2:29][O:28][CH2:27][CH2:26]3)=[CH:18][CH:17]=1)[C:10]([CH3:24])([CH3:23])[CH2:9]2)=[O:5])[CH3:2]. (4) Given the reactants Cl[CH2:2][C:3]1[CH:4]=[C:5]([CH:14]=[CH:15][CH:16]=1)[O:6][C:7]1[C:12]([CH3:13])=[CH:11][CH:10]=[CH:9][N:8]=1.[CH2:17]([O:19][P:20]([O:24]CC)[O:21][CH2:22][CH3:23])[CH3:18].O, predict the reaction product. The product is: [CH3:13][C:12]1[C:7]([O:6][C:5]2[CH:4]=[C:3]([CH:16]=[CH:15][CH:14]=2)[CH2:2][P:20](=[O:24])([O:21][CH2:22][CH3:23])[O:19][CH2:17][CH3:18])=[N:8][CH:9]=[CH:10][CH:11]=1.